This data is from NCI-60 drug combinations with 297,098 pairs across 59 cell lines. The task is: Regression. Given two drug SMILES strings and cell line genomic features, predict the synergy score measuring deviation from expected non-interaction effect. (1) Drug 1: CCC1(CC2CC(C3=C(CCN(C2)C1)C4=CC=CC=C4N3)(C5=C(C=C6C(=C5)C78CCN9C7C(C=CC9)(C(C(C8N6C=O)(C(=O)OC)O)OC(=O)C)CC)OC)C(=O)OC)O.OS(=O)(=O)O. Drug 2: CC1=C2C(C(=O)C3(C(CC4C(C3C(C(C2(C)C)(CC1OC(=O)C(C(C5=CC=CC=C5)NC(=O)OC(C)(C)C)O)O)OC(=O)C6=CC=CC=C6)(CO4)OC(=O)C)O)C)O. Cell line: OVCAR3. Synergy scores: CSS=32.1, Synergy_ZIP=-2.88, Synergy_Bliss=-7.16, Synergy_Loewe=-22.5, Synergy_HSA=-5.74. (2) Drug 1: CS(=O)(=O)CCNCC1=CC=C(O1)C2=CC3=C(C=C2)N=CN=C3NC4=CC(=C(C=C4)OCC5=CC(=CC=C5)F)Cl. Drug 2: CC12CCC3C(C1CCC2O)C(CC4=C3C=CC(=C4)O)CCCCCCCCCS(=O)CCCC(C(F)(F)F)(F)F. Cell line: SN12C. Synergy scores: CSS=0.687, Synergy_ZIP=-0.151, Synergy_Bliss=-1.09, Synergy_Loewe=-7.34, Synergy_HSA=-5.22. (3) Drug 1: CN(C)C1=NC(=NC(=N1)N(C)C)N(C)C. Drug 2: C(CC(=O)O)C(=O)CN.Cl. Cell line: MDA-MB-231. Synergy scores: CSS=0.922, Synergy_ZIP=-1.13, Synergy_Bliss=-3.21, Synergy_Loewe=-9.78, Synergy_HSA=-6.64. (4) Drug 1: C1=CC=C(C(=C1)C(C2=CC=C(C=C2)Cl)C(Cl)Cl)Cl. Drug 2: CS(=O)(=O)OCCCCOS(=O)(=O)C. Cell line: MALME-3M. Synergy scores: CSS=3.38, Synergy_ZIP=-1.01, Synergy_Bliss=0.943, Synergy_Loewe=-0.774, Synergy_HSA=-0.511. (5) Drug 1: C1CC(=O)NC(=O)C1N2CC3=C(C2=O)C=CC=C3N. Drug 2: COC1=C(C=C2C(=C1)N=CN=C2NC3=CC(=C(C=C3)F)Cl)OCCCN4CCOCC4. Cell line: HT29. Synergy scores: CSS=47.6, Synergy_ZIP=15.3, Synergy_Bliss=13.2, Synergy_Loewe=6.18, Synergy_HSA=15.9. (6) Drug 1: C1C(C(OC1N2C=C(C(=O)NC2=O)F)CO)O. Drug 2: C1CCC(C(C1)N)N.C(=O)(C(=O)[O-])[O-].[Pt+4]. Cell line: SK-OV-3. Synergy scores: CSS=13.9, Synergy_ZIP=-4.69, Synergy_Bliss=-4.38, Synergy_Loewe=-18.4, Synergy_HSA=-4.41.